Dataset: Full USPTO retrosynthesis dataset with 1.9M reactions from patents (1976-2016). Task: Predict the reactants needed to synthesize the given product. (1) The reactants are: [CH2:1]1[C:9]2[C:4](=[CH:5][C:6]([CH:10]=[CH:11][C:12]([OH:14])=[O:13])=[CH:7][CH:8]=2)[CH2:3][CH2:2]1. Given the product [CH2:1]1[C:9]2[C:4](=[CH:5][C:6]([CH2:10][CH2:11][C:12]([OH:14])=[O:13])=[CH:7][CH:8]=2)[CH2:3][CH2:2]1, predict the reactants needed to synthesize it. (2) Given the product [CH3:9][CH:10]1[CH2:14][C:13]([C:2]#[C:1][C:3]2[CH:8]=[CH:7][CH:6]=[CH:5][N:4]=2)=[CH:12][CH2:11]1.[CH3:9][CH:10]1[CH2:14][CH2:13][C:12]([C:2]#[C:1][C:3]2[CH:8]=[CH:7][CH:6]=[CH:5][N:4]=2)=[CH:11]1, predict the reactants needed to synthesize it. The reactants are: [C:1]([C:3]1[CH:8]=[CH:7][CH:6]=[CH:5][N:4]=1)#[CH:2].[CH3:9][CH:10]1[CH2:14][CH2:13][C:12](=O)[CH2:11]1. (3) The reactants are: Cl.[NH:2]1[CH2:5][CH:4]([C:6]#[N:7])[CH2:3]1.Br[CH2:9][CH2:10][CH2:11][Cl:12].C([O-])([O-])=O.[Cs+].[Cs+]. Given the product [Cl:12][CH2:11][CH2:10][CH2:9][N:2]1[CH2:5][CH:4]([C:6]#[N:7])[CH2:3]1, predict the reactants needed to synthesize it. (4) Given the product [CH3:9][O:8][C:6]([C:5]1[C:4]([CH3:3])=[CH:13][C:12]([C:14]([OH:16])=[O:15])=[C:11]([CH3:18])[CH:10]=1)=[O:7], predict the reactants needed to synthesize it. The reactants are: CO.[CH3:3][C:4]1[CH:13]=[C:12]([C:14]([O:16]C)=[O:15])[C:11]([CH3:18])=[CH:10][C:5]=1[C:6]([O:8][CH3:9])=[O:7].[OH-].[Li+]. (5) Given the product [C:1]([O:5][C:6]([N:8]1[C@@H:12]([CH2:13][C:14]2[CH:15]=[CH:16][C:17]([O:20][C:33]3[CH:34]=[CH:35][C:30]([O:23][C:24]4[CH:29]=[CH:28][CH:27]=[CH:26][CH:25]=4)=[CH:31][CH:32]=3)=[CH:18][CH:19]=2)[CH2:11][O:10][C:9]1([CH3:22])[CH3:21])=[O:7])([CH3:4])([CH3:2])[CH3:3], predict the reactants needed to synthesize it. The reactants are: [C:1]([O:5][C:6]([N:8]1[C@@H:12]([CH2:13][C:14]2[CH:19]=[CH:18][C:17]([OH:20])=[CH:16][CH:15]=2)[CH2:11][O:10][C:9]1([CH3:22])[CH3:21])=[O:7])([CH3:4])([CH3:3])[CH3:2].[O:23]([C:30]1[CH:35]=[CH:34][C:33](B(O)O)=[CH:32][CH:31]=1)[C:24]1[CH:29]=[CH:28][CH:27]=[CH:26][CH:25]=1.C(N(CC)CC)C.